Dataset: Reaction yield outcomes from USPTO patents with 853,638 reactions. Task: Predict the reaction yield, written as a fraction of the theoretical maximum amount of product (1.0 means a 100% yield; for example, 0.34 means a 34% yield). (1) The reactants are C(OC([N:8]1[CH2:13][CH2:12][CH:11]([C:14]([OH:16])=O)[CH2:10][CH2:9]1)=O)(C)(C)C.[CH2:17]([NH:19][CH2:20][CH3:21])[CH3:18].C(N(CC)CC)C.C1C=NC2N(O)N=NC=2C=1.CCN=C=NCCCN(C)C. The catalyst is CN(C=O)C. The product is [CH2:17]([N:19]([CH2:20][CH3:21])[C:14]([CH:11]1[CH2:10][CH2:9][NH:8][CH2:13][CH2:12]1)=[O:16])[CH3:18]. The yield is 0.860. (2) The reactants are [NH2:1][C:2]1[N:7]=[C:6]([NH2:8])[C:5]([O:9][C:10]2[C:15]([CH:16]([CH3:18])[CH3:17])=[CH:14][C:13]([OH:19])=[C:12]([I:20])[CH:11]=2)=[CH:4][N:3]=1.[CH2:21](Br)[CH3:22]. The catalyst is CN(C=O)C. The product is [CH2:21]([O:19][C:13]1[C:12]([I:20])=[CH:11][C:10]([O:9][C:5]2[C:6]([NH2:8])=[N:7][C:2]([NH2:1])=[N:3][CH:4]=2)=[C:15]([CH:16]([CH3:18])[CH3:17])[CH:14]=1)[CH3:22]. The yield is 0.280. (3) The reactants are [Cl:1][C:2]1[CH:7]=[CH:6][CH:5]=[C:4]([Cl:8])[C:3]=1[CH2:9][C:10]([NH:12][C:13]1[C:14](Cl)=[N:15][CH:16]=[N:17][C:18]=1[Cl:19])=[O:11].C([O-])([O-])=O.[Cs+].[Cs+]. The catalyst is CC#N. The product is [Cl:19][C:18]1[C:13]2[N:12]=[C:10]([CH2:9][C:3]3[C:2]([Cl:1])=[CH:7][CH:6]=[CH:5][C:4]=3[Cl:8])[O:11][C:14]=2[N:15]=[CH:16][N:17]=1. The yield is 0.610. (4) The reactants are C([O:8][CH2:9][CH:10]1[O:24][C:14]2=[C:15]3[C:20](=[CH:21][CH:22]=[C:13]2[O:12][CH2:11]1)[N:19]=[C:18]([CH3:23])[CH:17]=[CH:16]3)C1C=CC=CC=1. The catalyst is C(Cl)Cl. The product is [CH3:23][C:18]1[CH:17]=[CH:16][C:15]2[C:20](=[CH:21][CH:22]=[C:13]3[O:12][CH2:11][CH:10]([CH2:9][OH:8])[O:24][C:14]3=2)[N:19]=1. The yield is 0.680. (5) The reactants are [Cl:1][C:2]1[N:3]=[C:4]([N:23]2[CH2:28][CH2:27][O:26][CH2:25][CH2:24]2)[C:5]2[S:10][C:9]([CH2:11][N:12]3C(=O)C4C(=CC=CC=4)C3=O)=[CH:8][C:6]=2[N:7]=1.NN.O. The catalyst is CO. The product is [Cl:1][C:2]1[N:3]=[C:4]([N:23]2[CH2:24][CH2:25][O:26][CH2:27][CH2:28]2)[C:5]2[S:10][C:9]([CH2:11][NH2:12])=[CH:8][C:6]=2[N:7]=1. The yield is 0.730. (6) The product is [Br:1][C:2]1[S:6][C:5]([C:7](=[NH:9])[O:8][CH2:28][CH3:29])=[C:4]([C:10]2[CH:15]=[CH:14][C:13]([Cl:16])=[CH:12][C:11]=2[Cl:17])[C:3]=1[C:18]#[N:19]. The reactants are [Br:1][C:2]1[S:6][C:5]([C:7]([NH2:9])=[O:8])=[C:4]([C:10]2[CH:15]=[CH:14][C:13]([Cl:16])=[CH:12][C:11]=2[Cl:17])[C:3]=1[C:18]#[N:19].[I-].F[P-](F)(F)(F)(F)F.[CH2:28]([O+](CC)CC)[CH3:29].C(=O)([O-])[O-].[Na+].[Na+]. The yield is 1.04. The catalyst is ClCCl. (7) The reactants are [CH3:1][O:2][C:3]1[CH:4]=[C:5]2[C:10](=[CH:11][C:12]=1[O:13][CH2:14][C@H:15]1[CH2:17][O:16]1)[N:9]=[CH:8][N:7]=[C:6]2[O:18][C:19]1[CH:20]=[C:21]2[C:25](=[CH:26][CH:27]=1)[NH:24][CH:23]=[C:22]2[CH3:28].[NH2:29][CH2:30][CH2:31][CH2:32][N:33]1[CH2:38][CH2:37][O:36][CH2:35][CH2:34]1. The catalyst is CN(C=O)C. The product is [OH:16][C@H:15]([CH2:17][NH:29][CH2:30][CH2:31][CH2:32][N:33]1[CH2:38][CH2:37][O:36][CH2:35][CH2:34]1)[CH2:14][O:13][C:12]1[CH:11]=[C:10]2[C:5]([C:6]([O:18][C:19]3[CH:20]=[C:21]4[C:25](=[CH:26][CH:27]=3)[NH:24][CH:23]=[C:22]4[CH3:28])=[N:7][CH:8]=[N:9]2)=[CH:4][C:3]=1[O:2][CH3:1]. The yield is 0.460.